Predict which catalyst facilitates the given reaction. From a dataset of Catalyst prediction with 721,799 reactions and 888 catalyst types from USPTO. (1) Reactant: Cl[C:2]1[C:12]2[O:11][CH2:10][CH2:9][N:8]([CH3:13])[C:7](=[O:14])[C:6]=2[CH:5]=[CH:4][C:3]=1[O:15][C:16]1[CH:17]=[C:18]([C:28]([NH:30][C:31]2[CH:35]=[CH:34][N:33](C(OC(C)(C)C)=O)[N:32]=2)=[O:29])[CH:19]=[C:20]([O:22][C@H:23]2[CH2:27][CH2:26][O:25][CH2:24]2)[CH:21]=1.C([O-])=O.[NH4+]. Product: [CH3:13][N:8]1[C:7](=[O:14])[C:6]2[CH:5]=[CH:4][C:3]([O:15][C:16]3[CH:17]=[C:18]([CH:19]=[C:20]([O:22][C@H:23]4[CH2:27][CH2:26][O:25][CH2:24]4)[CH:21]=3)[C:28]([NH:30][C:31]3[CH:35]=[CH:34][NH:33][N:32]=3)=[O:29])=[CH:2][C:12]=2[O:11][CH2:10][CH2:9]1. The catalyst class is: 29. (2) Reactant: [N:1]([C:4]1[CH:5]=[CH:6][C:7]([CH3:10])=[N:8][CH:9]=1)=[C:2]=[O:3].C([O-])(O)=O.[Na+].[NH2:16][C:17]1[CH:18]=[C:19]([CH:35]=[CH:36][CH:37]=1)[CH2:20][CH2:21][N:22]1[CH2:27][CH2:26][N:25]([C:28]([O:30][C:31]([CH3:34])([CH3:33])[CH3:32])=[O:29])[CH2:24][CH2:23]1. Product: [CH3:10][C:7]1[N:8]=[CH:9][C:4]([NH:1][C:2](=[O:3])[NH:16][C:17]2[CH:18]=[C:19]([CH:35]=[CH:36][CH:37]=2)[CH2:20][CH2:21][N:22]2[CH2:23][CH2:24][N:25]([C:28]([O:30][C:31]([CH3:33])([CH3:34])[CH3:32])=[O:29])[CH2:26][CH2:27]2)=[CH:5][CH:6]=1. The catalyst class is: 25. (3) Reactant: [CH3:1][O:2][C:3]([C:5]1[C:6]([OH:25])=[C:7]2[C:12](=[C:13](Br)[N:14]=1)[N:11]([CH2:16][C:17]1[CH:22]=[CH:21][CH:20]=[CH:19][CH:18]=1)[C:10](=[O:23])[C:9]([CH3:24])=[CH:8]2)=[O:4].[CH3:26][Sn](C)(C)C.CCOC(C)=O.Cl. Product: [CH3:1][O:2][C:3]([C:5]1[C:6]([OH:25])=[C:7]2[C:12](=[C:13]([CH3:26])[N:14]=1)[N:11]([CH2:16][C:17]1[CH:22]=[CH:21][CH:20]=[CH:19][CH:18]=1)[C:10](=[O:23])[C:9]([CH3:24])=[CH:8]2)=[O:4]. The catalyst class is: 510. (4) Reactant: [Cl:1][C:2]1[C:7]([C:8](F)([F:10])F)=C[CH:5]=[CH:4][C:3]=1[C:12]([N:14]1[CH2:19][CH2:18][N:17]2[CH:20]=[C:21]([C:23]([F:26])([F:25])[F:24])[N:22]=[C:16]2[CH2:15]1)=O.C1C(=O)N([Br:34])C(=O)C1.[OH2:35].S([O-])([O-])=O.[Na+].[Na+]. Product: [Br:34][C:20]1[N:17]2[CH2:18][CH2:19][N:14]([C:12]([C:3]3[CH:4]=[CH:5][C:8]([F:10])=[CH:7][C:2]=3[Cl:1])=[O:35])[CH2:15][C:16]2=[N:22][C:21]=1[C:23]([F:25])([F:26])[F:24]. The catalyst class is: 42.